The task is: Predict which catalyst facilitates the given reaction.. This data is from Catalyst prediction with 721,799 reactions and 888 catalyst types from USPTO. (1) Reactant: F[C:2]1[CH:14]=[CH:13][C:5]([C:6]([O:8][C:9]([CH3:12])([CH3:11])[CH3:10])=[O:7])=[C:4]([CH3:15])[CH:3]=1.[C:16]1([OH:22])[CH:21]=[CH:20][CH:19]=[CH:18][CH:17]=1.C(=O)([O-])[O-].[K+].[K+].O. Product: [CH3:15][C:4]1[CH:3]=[C:2]([O:22][C:16]2[CH:21]=[CH:20][CH:19]=[CH:18][CH:17]=2)[CH:14]=[CH:13][C:5]=1[C:6]([O:8][C:9]([CH3:12])([CH3:11])[CH3:10])=[O:7]. The catalyst class is: 16. (2) Reactant: [NH2:1][C:2]1[CH:3]=[C:4]([OH:10])[CH:5]=[C:6]([CH3:9])[C:7]=1[NH2:8].[CH3:11][O:12][CH2:13][CH2:14][C:15](O)=O.[OH-].[Na+]. Product: [CH3:11][O:12][CH2:13][CH2:14][C:15]1[NH:1][C:2]2[CH:3]=[C:4]([OH:10])[CH:5]=[C:6]([CH3:9])[C:7]=2[N:8]=1. The catalyst class is: 5. (3) Reactant: Cl.[CH3:2][O:3][C:4]1[CH:28]=[C:27]([O:29][CH3:30])[CH:26]=[CH:25][C:5]=1[CH2:6][NH:7][C:8]([C:10]1[CH:24]=[CH:23][C:13]2[CH2:14][CH:15]3[CH:20]([CH3:21])[C:19]([CH3:22])([C:12]=2[CH:11]=1)[CH2:18][CH2:17][NH:16]3)=[O:9].C(=O)([O-])[O-].[K+].[K+].[CH3:37][O:38][CH2:39][CH2:40]Br. Product: [CH3:2][O:3][C:4]1[CH:28]=[C:27]([O:29][CH3:30])[CH:26]=[CH:25][C:5]=1[CH2:6][NH:7][C:8]([C:10]1[CH:24]=[CH:23][C:13]2[CH2:14][C@@H:15]3[C@H:20]([CH3:21])[C@:19]([CH3:22])([C:12]=2[CH:11]=1)[CH2:18][CH2:17][N:16]3[CH2:40][CH2:39][O:38][CH3:37])=[O:9]. The catalyst class is: 10.